From a dataset of Catalyst prediction with 721,799 reactions and 888 catalyst types from USPTO. Predict which catalyst facilitates the given reaction. Reactant: [NH2:1][C:2]1[N:10]=[C:9]([O:11][CH2:12][CH2:13][O:14][CH3:15])[N:8]=[C:7]2[C:3]=1[N:4]=[C:5]([O:26]C)[N:6]2[CH2:16][C:17]1[CH:25]=[CH:24][C:20]([C:21]([O-:23])=[O:22])=[CH:19][CH:18]=1.[I-].[Na+].Cl[Si](C)(C)C. Product: [NH2:1][C:2]1[N:10]=[C:9]([O:11][CH2:12][CH2:13][O:14][CH3:15])[N:8]=[C:7]2[C:3]=1[N:4]=[C:5]([OH:26])[N:6]2[CH2:16][C:17]1[CH:25]=[CH:24][C:20]([C:21]([OH:23])=[O:22])=[CH:19][CH:18]=1. The catalyst class is: 10.